Dataset: Reaction yield outcomes from USPTO patents with 853,638 reactions. Task: Predict the reaction yield, written as a fraction of the theoretical maximum amount of product (1.0 means a 100% yield; for example, 0.34 means a 34% yield). (1) The reactants are C([O:3][C:4](=[O:28])[CH2:5][O:6][C:7]1[CH:12]=[CH:11][C:10]([CH2:13][CH2:14][CH2:15][O:16]S(C2C=CC(C)=CC=2)(=O)=O)=[CH:9][C:8]=1[CH3:27])C.[Cl:29][C:30]1[CH:35]=[CH:34][C:33](O)=[C:32]([O:37][C:38]2[CH:43]=[CH:42][CH:41]=[CH:40][CH:39]=2)[CH:31]=1. No catalyst specified. The product is [Cl:29][C:30]1[CH:35]=[CH:34][C:33]([O:16][CH2:15][CH2:14][CH2:13][C:10]2[CH:11]=[CH:12][C:7]([O:6][CH2:5][C:4]([OH:3])=[O:28])=[C:8]([CH3:27])[CH:9]=2)=[C:32]([O:37][C:38]2[CH:39]=[CH:40][CH:41]=[CH:42][CH:43]=2)[CH:31]=1. The yield is 0.670. (2) The yield is 1.00. The reactants are [NH2:1][CH:2]1[CH2:6][CH:5]([N:7]2[C:16]3[CH:15]=[CH:14][CH:13]=[C:12]([Cl:17])[C:11]=3[C:10]3=[N:18][O:19][C:20]([CH3:21])=[C:9]3[C:8]2=[O:22])[CH:4]=[CH:3]1.[CH3:23][O:24][C:25]1[CH:26]=[C:27]([N:35]=[C:36]=[O:37])[CH:28]=[C:29]([O:33][CH3:34])[C:30]=1[O:31][CH3:32]. The catalyst is C(Cl)Cl.CN(C1C=CN=CC=1)C. The product is [Cl:17][C:12]1[C:11]2[C:10]3[C:9](=[C:20]([CH3:21])[O:19][N:18]=3)[C:8](=[O:22])[N:7]([CH:5]3[CH2:6][CH:2]([NH:1][C:36]([NH:35][C:27]4[CH:26]=[C:25]([O:24][CH3:23])[C:30]([O:31][CH3:32])=[C:29]([O:33][CH3:34])[CH:28]=4)=[O:37])[CH:3]=[CH:4]3)[C:16]=2[CH:15]=[CH:14][CH:13]=1. (3) The reactants are O.[NH2:2][NH2:3].C([O:6][C:7]([C:9]1[C:10]([NH:27][CH:28]([CH3:30])[CH3:29])=[N:11][C:12]([C:15]2[CH:20]=[CH:19][CH:18]=[C:17]([C:21]3[CH:22]=[N:23][N:24]([CH3:26])[CH:25]=3)[CH:16]=2)=[N:13][CH:14]=1)=O)C. The catalyst is C(O)C. The product is [CH:28]([NH:27][C:10]1[C:9]([C:7]([NH:2][NH2:3])=[O:6])=[CH:14][N:13]=[C:12]([C:15]2[CH:20]=[CH:19][CH:18]=[C:17]([C:21]3[CH:22]=[N:23][N:24]([CH3:26])[CH:25]=3)[CH:16]=2)[N:11]=1)([CH3:30])[CH3:29]. The yield is 0.730. (4) The catalyst is CO. The yield is 0.637. The product is [Cl:23][C:24]1[CH:25]=[C:26]([C:31]2[N:35]([C:36]3[CH:37]=[CH:38][C:39]([O:42][CH3:43])=[CH:40][CH:41]=3)[N:34]=[C:33]([CH2:44][OH:45])[CH:32]=2)[CH:27]=[CH:28][C:29]=1[Cl:30]. The reactants are C1(C)C=CC(S(O)(=O)=O)=CC=1.C1COCC1.CCOC(C)=O.[Cl:23][C:24]1[CH:25]=[C:26]([C:31]2[N:35]([C:36]3[CH:41]=[CH:40][C:39]([O:42][CH3:43])=[CH:38][CH:37]=3)[N:34]=[C:33]([CH2:44][O:45]C3CCCCO3)[CH:32]=2)[CH:27]=[CH:28][C:29]=1[Cl:30]. (5) The reactants are O(Br)[Br:2].[P+5].[Cl:5][C:6]1[CH:11]=[CH:10][CH:9]=[C:8]([Cl:12])[C:7]=1[N:13]1[CH:23]=[C:16]2[CH:17]=[N+:18]([O-])[CH:19]=[C:20]([CH3:21])[C:15]2=[N:14]1.C(=O)([O-])[O-].[Na+].[Na+]. The catalyst is ClCCCl. The product is [Br:2][C:17]1[C:16]2=[CH:23][N:13]([C:7]3[C:6]([Cl:5])=[CH:11][CH:10]=[CH:9][C:8]=3[Cl:12])[N:14]=[C:15]2[C:20]([CH3:21])=[CH:19][N:18]=1. The yield is 0.380. (6) The reactants are [C:1]12([NH2:11])[CH2:10][CH:5]3[CH2:6][CH:7]([CH2:9][CH:3]([CH2:4]3)[CH2:2]1)[CH2:8]2.[CH3:12][N:13]1[CH:17]=[C:16]([CH:18]=O)[N:15]=[N:14]1. No catalyst specified. The product is [CH3:12][N:13]1[CH:17]=[C:16]([CH2:18][NH:11][C:1]23[CH2:8][CH:7]4[CH2:6][CH:5]([CH2:4][CH:3]([CH2:9]4)[CH2:2]2)[CH2:10]3)[N:15]=[N:14]1. The yield is 0.750. (7) The reactants are [CH:1]([CH:3]1[CH2:8][CH2:7][CH2:6][CH2:5][CH2:4]1)=[CH2:2].C([O-])([O-])=O.[Cs+].[Cs+].[CH3:15][Si:16]([CH3:43])([CH3:42])[CH2:17][CH2:18][S:19]([N:22]1[CH2:27][CH2:26][CH2:25][CH:24]([CH:28]([O:36][CH2:37][CH2:38][CH2:39][O:40][CH3:41])[C:29]2[CH:34]=[CH:33][CH:32]=[CH:31][C:30]=2Br)[CH2:23]1)(=[O:21])=[O:20]. The catalyst is C1C=CC(P(C2C=CC=CC=2)[C-]2C=CC=C2)=CC=1.C1C=CC(P(C2C=CC=CC=2)[C-]2C=CC=C2)=CC=1.Cl[Pd]Cl.[Fe+2].O1CCOCC1. The product is [CH3:15][Si:16]([CH3:43])([CH3:42])[CH2:17][CH2:18][S:19]([N:22]1[CH2:27][CH2:26][CH2:25][CH:24]([CH:28]([O:36][CH2:37][CH2:38][CH2:39][O:40][CH3:41])[C:29]2[CH:34]=[CH:33][CH:32]=[CH:31][C:30]=2[CH2:2][CH2:1][CH:3]2[CH2:8][CH2:7][CH2:6][CH2:5][CH2:4]2)[CH2:23]1)(=[O:21])=[O:20]. The yield is 0.820. (8) The reactants are [NH2:1][C:2]1[CH:7]=[CH:6][C:5]([OH:8])=[CH:4][CH:3]=1.[C@@H:9]12[C:18](=O)[O:17][C:15](=[O:16])[C@@H:10]1[CH2:11][CH2:12][CH2:13][CH2:14]2.C. The catalyst is C(O)C. The product is [OH:8][C:5]1[CH:6]=[CH:7][C:2]([N:1]2[C:15](=[O:16])[C@H:10]3[C@H:9]([CH2:14][CH2:13][CH2:12][CH2:11]3)[C:18]2=[O:17])=[CH:3][CH:4]=1. The yield is 0.690.